Predict the reactants needed to synthesize the given product. From a dataset of Full USPTO retrosynthesis dataset with 1.9M reactions from patents (1976-2016). (1) The reactants are: Cl.O1CCOCC1.C(=[N:15][C:16]([C:25]1[CH:30]=[CH:29][C:28]([Cl:31])=[C:27]([Cl:32])[CH:26]=1)([CH2:22][CH:23]=[CH2:24])[C:17]([O:19][CH2:20][CH3:21])=[O:18])C1C=CC=CC=1. Given the product [NH2:15][C:16]([C:25]1[CH:30]=[CH:29][C:28]([Cl:31])=[C:27]([Cl:32])[CH:26]=1)([CH2:22][CH:23]=[CH2:24])[C:17]([O:19][CH2:20][CH3:21])=[O:18], predict the reactants needed to synthesize it. (2) Given the product [CH:3]([C@H:16]1[N:21]2[CH2:22][CH2:23][N:24]([C:26]([O:28][CH2:29][C:30]3[CH:35]=[CH:34][CH:33]=[CH:32][CH:31]=3)=[O:27])[CH2:25][C@H:20]2[CH2:19][N:18]([C:43]([O:45][C:46]([CH3:49])([CH3:48])[CH3:47])=[O:44])[CH2:17]1)([C:10]1[CH:11]=[CH:12][CH:13]=[CH:14][CH:15]=1)[C:4]1[CH:9]=[CH:8][CH:7]=[CH:6][CH:5]=1, predict the reactants needed to synthesize it. The reactants are: Cl.Cl.[CH:3]([C@H:16]1[N:21]2[CH2:22][CH2:23][N:24]([C:26]([O:28][CH2:29][C:30]3[CH:35]=[CH:34][CH:33]=[CH:32][CH:31]=3)=[O:27])[CH2:25][C@H:20]2[CH2:19][NH:18][CH2:17]1)([C:10]1[CH:15]=[CH:14][CH:13]=[CH:12][CH:11]=1)[C:4]1[CH:9]=[CH:8][CH:7]=[CH:6][CH:5]=1.C(N(CC)CC)C.[C:43](O[C:43]([O:45][C:46]([CH3:49])([CH3:48])[CH3:47])=[O:44])([O:45][C:46]([CH3:49])([CH3:48])[CH3:47])=[O:44].Cl. (3) Given the product [Br:8][C:5]1[CH:6]=[CH:7][C:2]([CH:14]([OH:15])[C:16]2[CH:17]=[C:18]([C:27]([O:29][CH2:30][CH3:31])=[O:28])[C:19](=[O:26])[N:20]3[C:25]=2[CH:24]=[CH:23][CH:22]=[CH:21]3)=[N:3][CH:4]=1, predict the reactants needed to synthesize it. The reactants are: Br[C:2]1[CH:7]=[CH:6][C:5]([Br:8])=[CH:4][N:3]=1.[Li]CCCC.[CH:14]([C:16]1[CH:17]=[C:18]([C:27]([O:29][CH2:30][CH3:31])=[O:28])[C:19](=[O:26])[N:20]2[C:25]=1[CH:24]=[CH:23][CH:22]=[CH:21]2)=[O:15].[Cl-].[NH4+]. (4) Given the product [Cl:21][C:2]([Cl:1])([Cl:20])[CH2:3][O:4][C:5]([N:7]1[CH2:15][C:14]2[C:9](=[CH:10][CH:11]=[C:12]([CH2:16][OH:17])[CH:13]=2)[CH2:8]1)=[O:6], predict the reactants needed to synthesize it. The reactants are: [Cl:1][C:2]([Cl:21])([Cl:20])[CH2:3][O:4][C:5]([N:7]1[CH2:15][C:14]2[C:9](=[CH:10][CH:11]=[C:12]([C:16](OC)=[O:17])[CH:13]=2)[CH2:8]1)=[O:6].CC(C[AlH]CC(C)C)C. (5) Given the product [C:1]([C:5]1[C:6]([OH:16])=[C:7]([C:11]([CH3:15])=[C:12]([F:14])[CH:13]=1)[C:8]([OH:10])=[O:9])([CH3:4])([CH3:3])[CH3:2], predict the reactants needed to synthesize it. The reactants are: [C:1]([C:5]1[C:6]([O:16]COC)=[C:7]([C:11]([CH3:15])=[C:12]([F:14])[CH:13]=1)[C:8]([OH:10])=[O:9])([CH3:4])([CH3:3])[CH3:2].Cl. (6) Given the product [CH2:1]([O:3][C:4]([C:6]1[N:7]([C:19]2[CH:24]=[CH:23][C:22]([O:25][CH:26]([CH3:28])[CH3:27])=[CH:21][CH:20]=2)[C:8]2[C:13]([C:14]=1[Cl:15])=[CH:12][C:11]([C:30]1[CH:35]=[CH:34][C:33]([C:36]([F:39])([F:38])[F:37])=[CH:32][N:31]=1)=[CH:10][CH:9]=2)=[O:5])[CH3:2], predict the reactants needed to synthesize it. The reactants are: [CH2:1]([O:3][C:4]([C:6]1[N:7]([C:19]2[CH:24]=[CH:23][C:22]([O:25][CH:26]([CH3:28])[CH3:27])=[CH:21][CH:20]=2)[C:8]2[C:13]([C:14]=1[Cl:15])=[CH:12][C:11](B(O)O)=[CH:10][CH:9]=2)=[O:5])[CH3:2].Br[C:30]1[CH:35]=[CH:34][C:33]([C:36]([F:39])([F:38])[F:37])=[CH:32][N:31]=1.C(=O)([O-])[O-].[Na+].[Na+].CCO. (7) Given the product [CH3:19][N:18]([CH:17]=[C:12]([C:4]1[N:3]([CH2:1][CH3:2])[C:11]2[CH:10]=[CH:9][N:8]=[CH:7][C:6]=2[N:5]=1)[C:13]#[N:14])[CH3:20], predict the reactants needed to synthesize it. The reactants are: [CH2:1]([N:3]1[C:11]2[CH:10]=[CH:9][N:8]=[CH:7][C:6]=2[N:5]=[C:4]1[CH2:12][C:13]#[N:14])[CH3:2].CO[CH:17](OC)[N:18]([CH3:20])[CH3:19].